From a dataset of Full USPTO retrosynthesis dataset with 1.9M reactions from patents (1976-2016). Predict the reactants needed to synthesize the given product. (1) Given the product [N+:30]([C:27]1[CH:28]=[CH:29][C:24]([CH2:23][O:22][C:20]([C:18]2[N:19]=[C:15]([N:12]3[CH2:13][CH2:14][CH:9]([OH:8])[CH2:10][CH2:11]3)[S:16][CH:17]=2)=[O:21])=[CH:25][CH:26]=1)([O-:32])=[O:31], predict the reactants needed to synthesize it. The reactants are: [Si]([O:8][CH:9]1[CH2:14][CH2:13][N:12]([C:15]2[S:16][CH:17]=[C:18]([C:20]([O:22][CH2:23][C:24]3[CH:29]=[CH:28][C:27]([N+:30]([O-:32])=[O:31])=[CH:26][CH:25]=3)=[O:21])[N:19]=2)[CH2:11][CH2:10]1)(C(C)(C)C)(C)C.C(O)(=O)C.[F-].C([N+](CCCC)(CCCC)CCCC)CCC. (2) The reactants are: C([O:5][C:6](=[O:42])[CH2:7][CH2:8][C:9]1[CH:14]=[CH:13][C:12]([NH:15][C:16]([N:18]([C:25]2[N:26]([C:34]3[CH:39]=[CH:38][C:37]([Cl:40])=[CH:36][CH:35]=3)[N:27]=[C:28]3[C:33]=2[CH:32]=[CH:31][CH:30]=[CH:29]3)[CH:19]2[CH2:24][CH2:23][CH2:22][CH2:21][CH2:20]2)=[O:17])=[C:11]([F:41])[CH:10]=1)(C)(C)C. Given the product [Cl:40][C:37]1[CH:38]=[CH:39][C:34]([N:26]2[C:25]([N:18]([CH:19]3[CH2:24][CH2:23][CH2:22][CH2:21][CH2:20]3)[C:16](=[O:17])[NH:15][C:12]3[CH:13]=[CH:14][C:9]([CH2:8][CH2:7][C:6]([OH:42])=[O:5])=[CH:10][C:11]=3[F:41])=[C:33]3[C:28]([CH:29]=[CH:30][CH:31]=[CH:32]3)=[N:27]2)=[CH:35][CH:36]=1, predict the reactants needed to synthesize it.